Dataset: NCI-60 drug combinations with 297,098 pairs across 59 cell lines. Task: Regression. Given two drug SMILES strings and cell line genomic features, predict the synergy score measuring deviation from expected non-interaction effect. (1) Drug 1: CCCS(=O)(=O)NC1=C(C(=C(C=C1)F)C(=O)C2=CNC3=C2C=C(C=N3)C4=CC=C(C=C4)Cl)F. Drug 2: CN(C(=O)NC(C=O)C(C(C(CO)O)O)O)N=O. Cell line: K-562. Synergy scores: CSS=12.6, Synergy_ZIP=-1.61, Synergy_Bliss=-2.63, Synergy_Loewe=-73.9, Synergy_HSA=-4.65. (2) Drug 1: C1CCC(CC1)NC(=O)N(CCCl)N=O. Drug 2: C1=NC2=C(N1)C(=S)N=CN2. Cell line: OVCAR3. Synergy scores: CSS=18.0, Synergy_ZIP=-17.8, Synergy_Bliss=-27.2, Synergy_Loewe=-47.5, Synergy_HSA=-25.0.